Task: Predict the reactants needed to synthesize the given product.. Dataset: Full USPTO retrosynthesis dataset with 1.9M reactions from patents (1976-2016) Given the product [Br:20][C:18]1[N:19]=[C:14]([O:10][CH2:9][C:3]2[C:2]([Cl:1])=[CH:7][CH:6]=[CH:5][C:4]=2[Cl:8])[C:15]([NH2:21])=[N:16][CH:17]=1, predict the reactants needed to synthesize it. The reactants are: [Cl:1][C:2]1[CH:7]=[CH:6][CH:5]=[C:4]([Cl:8])[C:3]=1[CH2:9][OH:10].[H-].[Na+].Br[C:14]1[C:15]([NH2:21])=[N:16][CH:17]=[C:18]([Br:20])[N:19]=1.